From a dataset of Retrosynthesis with 50K atom-mapped reactions and 10 reaction types from USPTO. Predict the reactants needed to synthesize the given product. (1) Given the product CC1(C)OC[C@@H](Cn2ccc(NC(=O)C(CC3CCCC3)n3ncc(Oc4ncccc4F)cc3=O)n2)O1, predict the reactants needed to synthesize it. The reactants are: CC1(C)OC[C@@H](Cn2ccc(N)n2)O1.O=C(O)C(CC1CCCC1)n1ncc(Oc2ncccc2F)cc1=O. (2) Given the product CC(C)(CO)c1ccc(C(=O)Nc2ccc(Cl)cc2C(=O)Nc2ccc(Cl)cn2)cc1, predict the reactants needed to synthesize it. The reactants are: COC(=O)C(C)(C)c1ccc(C(=O)Nc2ccc(Cl)cc2C(=O)Nc2ccc(Cl)cn2)cc1.